Dataset: Full USPTO retrosynthesis dataset with 1.9M reactions from patents (1976-2016). Task: Predict the reactants needed to synthesize the given product. (1) Given the product [C:41]([O:16][CH2:15][C:14]([CH3:18])([CH3:17])[C:13](=[O:19])[CH2:12][N:9]1[C:10](=[O:11])[C:5]2[CH:4]=[C:3]([CH2:1][CH3:2])[S:40][C:6]=2[N:7]([CH2:21][C:22]2[CH:27]=[CH:26][C:25]([C:28]3[CH:33]=[CH:32][CH:31]=[CH:30][C:29]=3[C:34]3[NH:38][C:37](=[O:39])[O:36][N:35]=3)=[CH:24][CH:23]=2)[C:8]1=[O:20])(=[O:43])[CH3:42], predict the reactants needed to synthesize it. The reactants are: [CH2:1]([C:3]1[S:40][C:6]2[N:7]([CH2:21][C:22]3[CH:27]=[CH:26][C:25]([C:28]4[CH:33]=[CH:32][CH:31]=[CH:30][C:29]=4[C:34]4[NH:38][C:37](=[O:39])[O:36][N:35]=4)=[CH:24][CH:23]=3)[C:8](=[O:20])[N:9]([CH2:12][C:13](=[O:19])[C:14]([CH3:18])([CH3:17])[CH2:15][OH:16])[C:10](=[O:11])[C:5]=2[CH:4]=1)[CH3:2].[C:41](OC(=O)C)(=[O:43])[CH3:42].C(OCC)(=O)C.O. (2) Given the product [Cl:1][C:2]1[CH:7]=[CH:6][C:5]([S:8](=[O:13])(=[O:14])[NH:9][CH:10]2[CH2:11][CH2:12]2)=[CH:4][C:3]=1[C:15]1[NH:19][C:18](=[O:20])[N:17]([C:21]2[CH:30]=[CH:29][C:24]([C:25]([NH:38][C:37]3[CH:39]=[CH:40][CH:41]=[C:35]([C:34]([F:33])([F:42])[F:43])[CH:36]=3)=[O:27])=[C:23]([O:31][CH3:32])[CH:22]=2)[N:16]=1, predict the reactants needed to synthesize it. The reactants are: [Cl:1][C:2]1[CH:7]=[CH:6][C:5]([S:8](=[O:14])(=[O:13])[NH:9][CH:10]2[CH2:12][CH2:11]2)=[CH:4][C:3]=1[C:15]1[NH:19][C:18](=[O:20])[N:17]([C:21]2[CH:30]=[CH:29][C:24]([C:25]([O:27]C)=O)=[C:23]([O:31][CH3:32])[CH:22]=2)[N:16]=1.[F:33][C:34]([F:43])([F:42])[C:35]1[CH:36]=[C:37]([CH:39]=[CH:40][CH:41]=1)[NH2:38].C[Al](C)C.